The task is: Predict which catalyst facilitates the given reaction.. This data is from Catalyst prediction with 721,799 reactions and 888 catalyst types from USPTO. (1) Reactant: [Cl:1][C:2]1[CH:40]=[CH:39][C:5]([O:6][C:7]2[N:15]([CH2:16][C:17]3[CH:22]=[CH:21][C:20]([Cl:23])=[CH:19][CH:18]=3)[C:14]3[C:13](=[O:24])[N:12]([CH2:25][CH2:26][O:27][CH2:28][CH2:29][O:30]C4CCCCO4)[C:11](=[O:37])[N:10]([CH3:38])[C:9]=3[N:8]=2)=[CH:4][C:3]=1[C:41]([F:44])([F:43])[F:42].C(Cl)(=O)C. Product: [Cl:1][C:2]1[CH:40]=[CH:39][C:5]([O:6][C:7]2[N:15]([CH2:16][C:17]3[CH:18]=[CH:19][C:20]([Cl:23])=[CH:21][CH:22]=3)[C:14]3[C:13](=[O:24])[N:12]([CH2:25][CH2:26][O:27][CH2:28][CH2:29][OH:30])[C:11](=[O:37])[N:10]([CH3:38])[C:9]=3[N:8]=2)=[CH:4][C:3]=1[C:41]([F:42])([F:43])[F:44]. The catalyst class is: 8. (2) Reactant: [CH2:1]([C:5]1[C:14]([CH2:15][NH:16]C(=O)OC(C)(C)C)=[C:13]([C:24]2[CH:29]=[CH:28][C:27]([CH3:30])=[CH:26][CH:25]=2)[C:12]2[C:7](=[CH:8][CH:9]=[C:10]([O:31][CH2:32][C:33]([NH:35][CH3:36])=[O:34])[CH:11]=2)[N:6]=1)[CH:2]([CH3:4])[CH3:3].[ClH:37]. Product: [ClH:37].[ClH:37].[NH2:16][CH2:15][C:14]1[C:5]([CH2:1][CH:2]([CH3:4])[CH3:3])=[N:6][C:7]2[C:12]([C:13]=1[C:24]1[CH:25]=[CH:26][C:27]([CH3:30])=[CH:28][CH:29]=1)=[CH:11][C:10]([O:31][CH2:32][C:33]([NH:35][CH3:36])=[O:34])=[CH:9][CH:8]=2. The catalyst class is: 13. (3) Reactant: [NH2:1][C:2]1[S:3][C:4]([C:12]2[CH:17]=[CH:16][N:15]=[C:14](F)[CH:13]=2)=[C:5]([C:7]2[O:8][CH:9]=[CH:10][CH:11]=2)[N:6]=1.[OH-:19].[Na+]. Product: [NH2:1][C:2]1[S:3][C:4]([C:12]2[CH:17]=[CH:16][NH:15][C:14](=[O:19])[CH:13]=2)=[C:5]([C:7]2[O:8][CH:9]=[CH:10][CH:11]=2)[N:6]=1. The catalyst class is: 33.